This data is from Catalyst prediction with 721,799 reactions and 888 catalyst types from USPTO. The task is: Predict which catalyst facilitates the given reaction. (1) Reactant: [CH2:1]([N:8]1[CH2:13][CH2:12][O:11][CH:10]([C:14](O)=[O:15])[CH2:9]1)[C:2]1[CH:7]=[CH:6][CH:5]=[CH:4][CH:3]=1.C(N(CC)CC)C.C(Cl)(=O)OCC.[BH4-].[Na+].C(O)(=O)CC(CC(O)=O)(C(O)=O)O. The catalyst class is: 36. Product: [CH2:1]([N:8]1[CH2:13][CH2:12][O:11][CH:10]([CH2:14][OH:15])[CH2:9]1)[C:2]1[CH:3]=[CH:4][CH:5]=[CH:6][CH:7]=1. (2) Reactant: Cl.[CH:2]([C:5]1[S:6][CH:7]=[C:8]([C:10]([N:12]2[CH2:17][C:16]3([CH2:22][CH2:21][NH:20][CH2:19][CH2:18]3)[O:15][CH2:14][CH2:13]2)=[O:11])[N:9]=1)([CH3:4])[CH3:3].Br[CH2:24][CH2:25][C:26]1[CH:27]=[C:28]([CH2:32][CH2:33][OH:34])[CH:29]=[CH:30][CH:31]=1.C(=O)([O-])[O-].[K+].[K+].O. Product: [OH:34][CH2:33][CH2:32][C:28]1[CH:27]=[C:26]([CH:31]=[CH:30][CH:29]=1)[CH2:25][CH2:24][N:20]1[CH2:19][CH2:18][C:16]2([O:15][CH2:14][CH2:13][N:12]([C:10]([C:8]3[N:9]=[C:5]([CH:2]([CH3:4])[CH3:3])[S:6][CH:7]=3)=[O:11])[CH2:17]2)[CH2:22][CH2:21]1. The catalyst class is: 290. (3) Reactant: [Br:1][C:2]1[CH:7]=[C:6]([C:8]([F:11])([F:10])[F:9])[CH:5]=[CH:4][C:3]=1[C:12]1[CH:21]=[CH:20][CH:19]=[C:18]2[C:13]=1[CH2:14][CH2:15][N:16]([S:22](Cl)(=[O:24])=[O:23])[CH2:17]2.[N:26]1[CH:31]=[CH:30][C:29]([NH2:32])=[N:28][CH:27]=1.N1C=CC=CC=1. The catalyst class is: 22. Product: [Br:1][C:2]1[CH:7]=[C:6]([C:8]([F:11])([F:10])[F:9])[CH:5]=[CH:4][C:3]=1[C:12]1[CH:21]=[CH:20][CH:19]=[C:18]2[C:13]=1[CH2:14][CH2:15][N:16]([S:22]([NH:32][C:29]1[CH:30]=[CH:31][N:26]=[CH:27][N:28]=1)(=[O:24])=[O:23])[CH2:17]2.